From a dataset of Catalyst prediction with 721,799 reactions and 888 catalyst types from USPTO. Predict which catalyst facilitates the given reaction. (1) Reactant: [N:1]1([C:7]([O:9][C:10]([CH3:13])([CH3:12])[CH3:11])=[O:8])[CH2:6][CH2:5][NH:4][CH2:3][CH2:2]1.[Cl:14][C:15]1[N:16]=[N:17][C:18](Cl)=[CH:19][CH:20]=1.C(N(CC)CC)C. Product: [Cl:14][C:15]1[N:16]=[N:17][C:18]([N:4]2[CH2:5][CH2:6][N:1]([C:7]([O:9][C:10]([CH3:13])([CH3:12])[CH3:11])=[O:8])[CH2:2][CH2:3]2)=[CH:19][CH:20]=1. The catalyst class is: 51. (2) The catalyst class is: 9. Reactant: [Br:1][C:2]1[CH:7]=[CH:6][C:5]([OH:8])=[C:4]([CH2:9][CH2:10][CH3:11])[C:3]=1[CH2:12][O:13][CH:14]1[CH2:19][CH2:18][CH2:17][CH2:16][O:15]1.[H-].[Na+].[CH3:22][O:23][CH2:24]Cl.O. Product: [Br:1][C:2]1[C:3]([CH2:12][O:13][CH:14]2[CH2:19][CH2:18][CH2:17][CH2:16][O:15]2)=[C:4]([CH2:9][CH2:10][CH3:11])[C:5]([O:8][CH2:22][O:23][CH3:24])=[CH:6][CH:7]=1. (3) Reactant: Cl.Cl.[NH2:3][C:4]1[CH:27]=[CH:26][C:7]([O:8][C:9]2[N:14]=[CH:13][C:12]([NH:15][C:16](=[O:25])[C:17]3[CH:22]=[CH:21][C:20]([Cl:23])=[C:19]([Cl:24])[CH:18]=3)=[CH:11][CH:10]=2)=[CH:6][CH:5]=1.[C:28]([O:32][C:33]([N:35]1[CH2:40][CH2:39][CH:38]([C:41](O)=[O:42])[CH2:37][CH2:36]1)=[O:34])([CH3:31])([CH3:30])[CH3:29].C(N(CC)CC)C.O.ON1C2C=CC=CC=2N=N1.Cl.C(N=C=NCCCN(C)C)C. Product: [Cl:24][C:19]1[CH:18]=[C:17]([CH:22]=[CH:21][C:20]=1[Cl:23])[C:16]([NH:15][C:12]1[CH:11]=[CH:10][C:9]([O:8][C:7]2[CH:26]=[CH:27][C:4]([NH:3][C:41]([CH:38]3[CH2:39][CH2:40][N:35]([C:33]([O:32][C:28]([CH3:31])([CH3:30])[CH3:29])=[O:34])[CH2:36][CH2:37]3)=[O:42])=[CH:5][CH:6]=2)=[N:14][CH:13]=1)=[O:25]. The catalyst class is: 3. (4) Reactant: [C:1]([C:4]1[CH:9]=[CH:8][CH:7]=[CH:6][C:5]=1[NH:10][C:11]([C:13]1[CH:18]=[C:17]([NH:19][CH2:20][CH2:21][N:22]([CH3:24])[CH3:23])[N:16]=[C:15]([C:25]2[CH:30]=[CH:29][CH:28]=[CH:27][CH:26]=2)[N:14]=1)=[O:12])(=[O:3])[CH3:2].[BH4-].[Na+]. Product: [CH3:24][N:22]([CH3:23])[CH2:21][CH2:20][NH:19][C:17]1[N:16]=[C:15]([C:25]2[CH:26]=[CH:27][CH:28]=[CH:29][CH:30]=2)[N:14]=[C:13]([C:11]([NH:10][C:5]2[CH:6]=[CH:7][CH:8]=[CH:9][C:4]=2[CH:1]([OH:3])[CH3:2])=[O:12])[CH:18]=1. The catalyst class is: 199. (5) Reactant: [CH3:1][C:2]1[CH:7]=[CH:6][C:5]([C:8]([CH3:10])=[O:9])=[CH:4][CH:3]=1. Product: [CH3:1][C:2]1[CH:7]=[CH:6][C:5]([C@@H:8]([OH:9])[CH3:10])=[CH:4][CH:3]=1. The catalyst class is: 6. (6) Product: [Cl:27][CH2:28][C:29]([NH:1][C:2]1[CH:7]=[CH:6][C:5]([C:8]2[CH:9]=[CH:10][C:11]([C:14]([F:15])([F:16])[F:17])=[CH:12][CH:13]=2)=[CH:4][C:3]=1[CH2:18][OH:19])=[O:30]. Reactant: [NH2:1][C:2]1[CH:7]=[CH:6][C:5]([C:8]2[CH:13]=[CH:12][C:11]([C:14]([F:17])([F:16])[F:15])=[CH:10][CH:9]=2)=[CH:4][C:3]=1[CH2:18][OH:19].C(N(CC)CC)C.[Cl:27][CH2:28][C:29](Cl)=[O:30]. The catalyst class is: 27.